From a dataset of Full USPTO retrosynthesis dataset with 1.9M reactions from patents (1976-2016). Predict the reactants needed to synthesize the given product. (1) Given the product [CH3:1][C:2]1[N:3]([CH:19]([C:20](=[O:22])[CH3:21])[CH3:23])[C:4]2[C:9]([C:10]=1[C:11]([O:13][C:14]([CH3:17])([CH3:16])[CH3:15])=[O:12])=[CH:8][CH:7]=[CH:6][CH:5]=2, predict the reactants needed to synthesize it. The reactants are: [CH3:1][C:2]1[NH:3][C:4]2[C:9]([C:10]=1[C:11]([O:13][C:14]([CH3:17])([CH3:16])[CH3:15])=[O:12])=[CH:8][CH:7]=[CH:6][CH:5]=2.Cl[CH:19]([CH3:23])[C:20](=[O:22])[CH3:21].C(=O)([O-])[O-].[K+].[K+].[I-].[K+]. (2) The reactants are: C(OC([N:8]1[CH2:13][CH2:12][CH:11]([NH:14][C:15]2[CH:20]=[CH:19][C:18]([C:21](=[O:29])[C:22]3[CH:27]=[CH:26][CH:25]=[CH:24][C:23]=3[F:28])=[C:17]([NH2:30])[N:16]=2)[CH2:10][CH2:9]1)=O)(C)(C)C.FC(F)(F)C(O)=O. Given the product [NH2:30][C:17]1[C:18]([C:21]([C:22]2[CH:27]=[CH:26][CH:25]=[CH:24][C:23]=2[F:28])=[O:29])=[CH:19][CH:20]=[C:15]([NH:14][CH:11]2[CH2:10][CH2:9][NH:8][CH2:13][CH2:12]2)[N:16]=1, predict the reactants needed to synthesize it. (3) The reactants are: [CH2:1]([N:10]=[C:11]=[O:12])[CH2:2][CH2:3][CH2:4][CH2:5][CH2:6][N:7]=[C:8]=[O:9].C(Cl)(=O)C1C=CC=C(C(Cl)=O)C=1.[CH2:25]([OH:30])[C:26]([F:29])([F:28])[F:27]. Given the product [N:7]([CH2:6][CH2:5][CH2:4][CH2:3][CH2:2][CH2:1][NH:10][C:11](=[O:12])[O:30][CH2:25][C:26]([F:29])([F:28])[F:27])=[C:8]=[O:9], predict the reactants needed to synthesize it. (4) Given the product [C:15]1([C:2]2[O:3][C:4]([N:9]3[CH2:14][CH2:13][O:12][CH2:11][CH2:10]3)=[CH:5][C:6](=[O:8])[CH:7]=2)[C:23]2[C:22]3[CH:24]=[CH:25][CH:26]=[CH:27][C:21]=3[S:20][C:19]=2[CH:18]=[CH:17][CH:16]=1, predict the reactants needed to synthesize it. The reactants are: Cl[C:2]1[O:3][C:4]([N:9]2[CH2:14][CH2:13][O:12][CH2:11][CH2:10]2)=[CH:5][C:6](=[O:8])[CH:7]=1.[C:15]1(B(O)O)[C:23]2[C:22]3[CH:24]=[CH:25][CH:26]=[CH:27][C:21]=3[S:20][C:19]=2[CH:18]=[CH:17][CH:16]=1.C(=O)([O-])[O-].[K+].[K+].N#N.